This data is from NCI-60 drug combinations with 297,098 pairs across 59 cell lines. The task is: Regression. Given two drug SMILES strings and cell line genomic features, predict the synergy score measuring deviation from expected non-interaction effect. Drug 1: CC12CCC(CC1=CCC3C2CCC4(C3CC=C4C5=CN=CC=C5)C)O. Drug 2: C1CC(C1)(C(=O)O)C(=O)O.[NH2-].[NH2-].[Pt+2]. Cell line: LOX IMVI. Synergy scores: CSS=77.3, Synergy_ZIP=17.9, Synergy_Bliss=16.9, Synergy_Loewe=18.1, Synergy_HSA=21.6.